This data is from Catalyst prediction with 721,799 reactions and 888 catalyst types from USPTO. The task is: Predict which catalyst facilitates the given reaction. Reactant: [C:1]([O:5][C:6](=[O:28])[NH:7][CH2:8][CH2:9][CH:10]([N:12]1[CH2:17][CH2:16][CH:15]([NH:18][CH2:19][C:20]2[CH:25]=[CH:24][CH:23]=[C:22]([C:26]#[N:27])[N:21]=2)[CH2:14][CH2:13]1)[CH3:11])([CH3:4])([CH3:3])[CH3:2].[CH2:29]([N:31]=[C:32]=[O:33])[CH3:30]. Product: [C:1]([O:5][C:6](=[O:28])[NH:7][CH2:8][CH2:9][CH:10]([N:12]1[CH2:13][CH2:14][CH:15]([N:18]([CH2:19][C:20]2[CH:25]=[CH:24][CH:23]=[C:22]([C:26]#[N:27])[N:21]=2)[C:32]([NH:31][CH2:29][CH3:30])=[O:33])[CH2:16][CH2:17]1)[CH3:11])([CH3:2])([CH3:3])[CH3:4]. The catalyst class is: 26.